Dataset: Catalyst prediction with 721,799 reactions and 888 catalyst types from USPTO. Task: Predict which catalyst facilitates the given reaction. (1) Reactant: F[P-](F)(F)(F)(F)F.N1(OC(N(C)C)=[N+](C)C)C2N=CC=CC=2N=N1.[O:25]1[C:30]2([CH2:35][CH2:34][N:33]([CH2:36][C:37]3[CH:38]=[C:39]([CH2:43][CH2:44][OH:45])[CH:40]=[CH:41][CH:42]=3)[CH2:32][CH2:31]2)[CH2:29][NH:28][CH2:27][CH2:26]1.[CH2:46]([C:49]1[S:50][CH:51]=[C:52]([C:54](O)=[O:55])[N:53]=1)[CH2:47][CH3:48].C(N(CC)CC)C. Product: [OH:45][CH2:44][CH2:43][C:39]1[CH:38]=[C:37]([CH:42]=[CH:41][CH:40]=1)[CH2:36][N:33]1[CH2:32][CH2:31][C:30]2([O:25][CH2:26][CH2:27][N:28]([C:54]([C:52]3[N:53]=[C:49]([CH2:46][CH2:47][CH3:48])[S:50][CH:51]=3)=[O:55])[CH2:29]2)[CH2:35][CH2:34]1. The catalyst class is: 3. (2) Reactant: [NH2:1][C:2]1[CH:7]=[CH:6][CH:5]=[CH:4][N:3]=1.[Al+3].[Cl-].[Cl-].[Cl-].Cl[C:13]1[CH:18]=CC=C[CH:14]=1.C(Cl)Cl. Product: [N:3]1[C:2]2[C:7](=[CH:14][CH:13]=[CH:18][N:1]=2)[CH:6]=[CH:5][CH:4]=1. The catalyst class is: 5. (3) Reactant: [N:1]12[CH2:8][CH2:7][CH:4]([CH2:5][CH2:6]1)[C@@H:3]([O:9][C:10]1[N:15]=[N:14][C:13]([C:16]3[CH:17]=[C:18]4[C:22](=[CH:23][CH:24]=3)[NH:21][CH:20]=[CH:19]4)=[CH:12][CH:11]=1)[CH2:2]2.[C:25]([OH:32])(=[O:31])/[CH:26]=[CH:27]/[C:28]([OH:30])=[O:29]. Product: [C:25]([OH:32])(=[O:31])/[CH:26]=[CH:27]/[C:28]([OH:30])=[O:29].[N:1]12[CH2:8][CH2:7][CH:4]([CH2:5][CH2:6]1)[C@@H:3]([O:9][C:10]1[N:15]=[N:14][C:13]([C:16]3[CH:17]=[C:18]4[C:22](=[CH:23][CH:24]=3)[NH:21][CH:20]=[CH:19]4)=[CH:12][CH:11]=1)[CH2:2]2. The catalyst class is: 871. (4) Product: [OH-:2].[CH:3]1([N:9]2[CH2:10][CH2:11][N+:12]([CH3:16])([CH3:15])[CH2:13][CH2:14]2)[CH2:8][CH2:7][CH2:6][CH2:5][CH2:4]1. Reactant: [I-].[OH-:2].[CH:3]1([N:9]2[CH2:14][CH2:13][N+:12]([CH3:16])([CH3:15])[CH2:11][CH2:10]2)[CH2:8][CH2:7][CH2:6][CH2:5][CH2:4]1. The catalyst class is: 6. (5) Reactant: O[C:2]1[CH:7]=[C:6]([OH:8])[CH:5]=[CH:4][C:3]=1[NH:9][C:10](=[O:15])[C:11]([F:14])([F:13])[F:12].C1(C)C=CC(S(O)(=O)=O)=CC=1.O. Product: [F:14][C:11]([F:12])([F:13])[C:10]1[O:15][C:2]2[CH:7]=[C:6]([OH:8])[CH:5]=[CH:4][C:3]=2[N:9]=1. The catalyst class is: 11.